From a dataset of Human liver microsome stability data. Regression/Classification. Given a drug SMILES string, predict its absorption, distribution, metabolism, or excretion properties. Task type varies by dataset: regression for continuous measurements (e.g., permeability, clearance, half-life) or binary classification for categorical outcomes (e.g., BBB penetration, CYP inhibition). Dataset: hlm. (1) The drug is CC(=NNC1=NCCN1)c1sc(-c2ccc(C#CC3CC3)cc2)nc1C. The result is 0 (unstable in human liver microsomes). (2) The drug is CC(=O)c1c(Cl)c(C(=O)NOCCO)c(Nc2ccc(I)cc2F)n1C. The result is 1 (stable in human liver microsomes).